This data is from Forward reaction prediction with 1.9M reactions from USPTO patents (1976-2016). The task is: Predict the product of the given reaction. (1) The product is: [Cl:1][C:2]1[C:7]([C:8]([F:11])([F:9])[F:10])=[CH:6][CH:5]=[CH:4][C:3]=1[C:12]([N:14]1[CH2:19][CH2:18][N:17]([CH2:20][CH:21]2[CH2:26][CH2:25][CH2:24]2)[C:16](=[O:22])[CH2:15]1)=[O:13]. Given the reactants [Cl:1][C:2]1[C:7]([C:8]([F:11])([F:10])[F:9])=[CH:6][CH:5]=[CH:4][C:3]=1[C:12]([N:14]1[CH2:19][CH2:18][N:17]([CH2:20][CH3:21])[C:16](=[O:22])[CH2:15]1)=[O:13].Br[CH2:24][CH:25]1CC[CH2:26]1, predict the reaction product. (2) Given the reactants [Br:1][C:2]1[CH:3]=[CH:4][C:5]([NH:19][C@@H:20]([CH3:23])[CH2:21]O)=[C:6]([NH:8][S:9]([C:12]2[CH:17]=[CH:16][C:15]([CH3:18])=[CH:14][CH:13]=2)(=[O:11])=[O:10])[CH:7]=1.C1(P(C2C=CC=CC=2)C2C=CC=CC=2)C=CC=CC=1.N(C(OC(C)C)=O)=NC(OC(C)C)=O, predict the reaction product. The product is: [Br:1][C:2]1[CH:7]=[C:6]2[C:5]([NH:19][C@@H:20]([CH3:23])[CH2:21][N:8]2[S:9]([C:12]2[CH:17]=[CH:16][C:15]([CH3:18])=[CH:14][CH:13]=2)(=[O:11])=[O:10])=[CH:4][CH:3]=1. (3) Given the reactants Br[C:2]1[CH:3]=[C:4]2[C:9](=[CH:10][CH:11]=1)[N:8]=[N:7][CH:6]=[C:5]2[NH:12][CH2:13][CH2:14][C:15]1[CH:20]=[CH:19][CH:18]=[CH:17][CH:16]=1.[Li+].C[Si]([N-][Si](C)(C)C)(C)C.[Li]CCCC.[Cl:36][C:37]1[CH:42]=[CH:41][C:40]([C:43]([C:45]2[CH:50]=[CH:49][C:48]([Cl:51])=[CH:47][CH:46]=2)=[O:44])=[CH:39][CH:38]=1, predict the reaction product. The product is: [Cl:36][C:37]1[CH:42]=[CH:41][C:40]([C:43]([C:45]2[CH:50]=[CH:49][C:48]([Cl:51])=[CH:47][CH:46]=2)([C:2]2[CH:3]=[C:4]3[C:9](=[CH:10][CH:11]=2)[N:8]=[N:7][CH:6]=[C:5]3[NH:12][CH2:13][CH2:14][C:15]2[CH:20]=[CH:19][CH:18]=[CH:17][CH:16]=2)[OH:44])=[CH:39][CH:38]=1. (4) Given the reactants C(OC(=O)[NH:7][CH:8]([C:10]1[O:11][CH:12]([NH:21][C:22]2[CH:27]=[C:26]([F:28])[CH:25]=[C:24]([F:29])[CH:23]=2)[C:13]2[C:19]([Cl:20])=[CH:18][CH:17]=[CH:16][C:14]=2[N:15]=1)[CH3:9])(C)(C)C, predict the reaction product. The product is: [NH2:7][CH:8]([C:10]1[N:21]([C:22]2[CH:27]=[C:26]([F:28])[CH:25]=[C:24]([F:29])[CH:23]=2)[C:12](=[O:11])[C:13]2[C:14](=[CH:16][CH:17]=[CH:18][C:19]=2[Cl:20])[N:15]=1)[CH3:9]. (5) Given the reactants [CH3:1][CH:2]([CH3:17])[CH2:3][CH2:4][S:5][C:6]1[CH:11]=[CH:10][CH:9]=[CH:8][C:7]=1/[CH:12]=[CH:13]/[C:14]([OH:16])=O.[NH:18]1[CH2:23][CH2:22][CH2:21][CH:20]([OH:24])[CH2:19]1, predict the reaction product. The product is: [CH3:17][CH:2]([CH3:1])[CH2:3][CH2:4][S:5][C:6]1[CH:11]=[CH:10][CH:9]=[CH:8][C:7]=1/[CH:12]=[CH:13]/[C:14]([N:18]1[CH2:23][CH2:22][CH2:21][CH:20]([OH:24])[CH2:19]1)=[O:16]. (6) Given the reactants [Cl:1][C:2]1[CH:7]=[CH:6][C:5]([OH:8])=[C:4]([N+:9]([O-:11])=[O:10])[CH:3]=1.[CH2:12](Br)[CH:13]=[CH2:14].C(=O)([O-])[O-].[K+].[K+], predict the reaction product. The product is: [N+:9]([C:4]1[CH:3]=[C:2]([Cl:1])[CH:7]=[C:6]([CH2:14][CH:13]=[CH2:12])[C:5]=1[OH:8])([O-:11])=[O:10]. (7) Given the reactants [N-:1]=[N+:2]=[N-:3].[Na+].O1CCOCC1.O.[C:12](/[C:14](/[C:19]1[CH:23]=[CH:22][S:21][CH:20]=1)=[CH:15]\[C:16](Cl)=[O:17])#[N:13].O, predict the reaction product. The product is: [C:12](/[C:14](/[C:19]1[CH:23]=[CH:22][S:21][CH:20]=1)=[CH:15]\[C:16]([N:1]=[N+:2]=[N-:3])=[O:17])#[N:13]. (8) The product is: [Br-:1].[CH2:12]([C:9]1[CH:10]=[CH:11][C:6]([CH2:5][CH2:4][CH2:3][CH2:2][N+:16]2[CH:21]=[CH:20][CH:19]=[C:18]([CH3:22])[CH:17]=2)=[CH:7][CH:8]=1)[CH2:13][CH2:14][CH3:15]. Given the reactants [Br:1][CH2:2][CH2:3][CH2:4][CH2:5][C:6]1[CH:11]=[CH:10][C:9]([CH2:12][CH2:13][CH2:14][CH3:15])=[CH:8][CH:7]=1.[N:16]1[CH:21]=[CH:20][CH:19]=[C:18]([CH3:22])[CH:17]=1, predict the reaction product. (9) Given the reactants Br[C:2]1[CH:3]=[CH:4][C:5]2[C:11]3[S:12][C:13]([C:15]([N:17]([C:19]4[CH:24]=[CH:23][C:22]([C:25]([N:27]5[CH2:32][CH2:31][N:30]([CH3:33])[CH2:29][CH2:28]5)=[O:26])=[CH:21][C:20]=4[Cl:34])[CH3:18])=[O:16])=[CH:14][C:10]=3[CH2:9][CH2:8][O:7][C:6]=2[CH:35]=1.[N:36]12[CH2:46]CCN=C1CCCC[CH2:37]2.[O:47]1CCCC1, predict the reaction product. The product is: [Cl:34][C:20]1[CH:21]=[C:22]([C:25]([N:27]2[CH2:32][CH2:31][N:30]([CH3:33])[CH2:29][CH2:28]2)=[O:26])[CH:23]=[CH:24][C:19]=1[N:17]([CH3:18])[C:15]([C:13]1[S:12][C:11]2[C:5]3[CH:4]=[CH:3][C:2]([C:37]([NH:36][CH3:46])=[O:47])=[CH:35][C:6]=3[O:7][CH2:8][CH2:9][C:10]=2[CH:14]=1)=[O:16].